This data is from Forward reaction prediction with 1.9M reactions from USPTO patents (1976-2016). The task is: Predict the product of the given reaction. (1) Given the reactants [C:1]([N:4]1[C:13]2[C:8](=[CH:9][C:10]([C:14]3[CH:27]=[CH:26][C:17]([C:18]([NH:20][CH2:21][CH2:22][N:23]([CH3:25])[CH3:24])=[O:19])=[CH:16][CH:15]=3)=[CH:11][CH:12]=2)[C@H:7]([NH2:28])[CH2:6][C@@H:5]1[CH3:29])(=[O:3])[CH3:2].CC(C)([O-])C.[Na+].C[N:37]([CH3:63])[C:38]1C=CC=[CH:40][C:39]=1C1C=CC=CC=1P(C1CCCCC1)C1CCCCC1.[Cl:64]C1C=NC=C[N:66]=1.Cl, predict the reaction product. The product is: [ClH:64].[C:1]([N:4]1[C:13]2[C:8](=[CH:9][C:10]([C:14]3[CH:27]=[CH:26][C:17]([C:18]([NH:20][CH2:21][CH2:22][N:23]([CH3:24])[CH3:25])=[O:19])=[CH:16][CH:15]=3)=[CH:11][CH:12]=2)[C@H:7]([NH:28][C:63]2[N:66]=[CH:40][CH:39]=[CH:38][N:37]=2)[CH2:6][C@@H:5]1[CH3:29])(=[O:3])[CH3:2]. (2) Given the reactants [Cl:1][C:2]1[C:8]([Cl:9])=[CH:7][CH:6]=[CH:5][C:3]=1N.[Na+].[Br-:11].Br.N([O-])=O.[Na+], predict the reaction product. The product is: [Br:11][C:3]1[CH:5]=[CH:6][CH:7]=[C:8]([Cl:9])[C:2]=1[Cl:1]. (3) Given the reactants [Cl:1][C:2]1[C:7]([Cl:8])=[C:6]([S:9](=[O:19])(=[O:18])[NH:10][C@@H:11]([CH2:16][CH3:17])[C:12]([F:15])([F:14])[F:13])[CH:5]=[CH:4][C:3]=1[C:20]1[S:24][C:23]([C:25]([O:27][CH2:28][CH3:29])=[O:26])=[N:22][C:21]=1[CH:30]=O.[F:32][C:33]1([F:39])[CH2:38][CH2:37][CH2:36][NH:35][CH2:34]1.[BH-](OC(C)=O)(OC(C)=O)OC(C)=O.[Na+], predict the reaction product. The product is: [Cl:1][C:2]1[C:7]([Cl:8])=[C:6]([S:9](=[O:19])(=[O:18])[NH:10][C@@H:11]([CH2:16][CH3:17])[C:12]([F:13])([F:15])[F:14])[CH:5]=[CH:4][C:3]=1[C:20]1[S:24][C:23]([C:25]([O:27][CH2:28][CH3:29])=[O:26])=[N:22][C:21]=1[CH2:30][N:35]1[CH2:36][CH2:37][CH2:38][C:33]([F:39])([F:32])[CH2:34]1. (4) Given the reactants CC1(C)COB([C:8]2[C:9]([F:28])=[CH:10][C:11]([F:27])=[C:12]([C@:14]3([CH3:26])[C:20]([F:22])([F:21])[C:19]([CH3:24])([CH3:23])[O:18][CH2:17][C:16](=[O:25])[NH:15]3)[CH:13]=2)OC1.Cl[C:31]1[O:32][C:33]2[CH:39]=[CH:38][C:37]([Cl:40])=[CH:36][C:34]=2[N:35]=1, predict the reaction product. The product is: [Cl:40][C:37]1[CH:38]=[CH:39][C:33]2[O:32][C:31]([C:8]3[C:9]([F:28])=[CH:10][C:11]([F:27])=[C:12]([C@:14]4([CH3:26])[C:20]([F:21])([F:22])[C:19]([CH3:23])([CH3:24])[O:18][CH2:17][C:16](=[O:25])[NH:15]4)[CH:13]=3)=[N:35][C:34]=2[CH:36]=1. (5) Given the reactants [NH:1]1[C:9]2[C:4](=[CH:5][C:6]([C:10]([OH:12])=[O:11])=[CH:7][CH:8]=2)[CH:3]=[CH:2]1.[CH2:13](Cl)[C:14]1[CH:19]=[CH:18][CH:17]=[CH:16][CH:15]=1.C(=O)([O-])[O-].[Ca+2], predict the reaction product. The product is: [NH:1]1[C:9]2[C:4](=[CH:5][C:6]([C:10]([O:12][CH2:13][C:14]3[CH:19]=[CH:18][CH:17]=[CH:16][CH:15]=3)=[O:11])=[CH:7][CH:8]=2)[CH:3]=[CH:2]1. (6) Given the reactants [CH2:1]([C:12]1[C:16]2[S:17][C:18]([C:20]([NH2:22])=O)=[CH:19][C:15]=2[S:14][CH:13]=1)[CH2:2][CH2:3][CH2:4][CH2:5][CH2:6][CH2:7][CH2:8][CH2:9][CH2:10][CH3:11], predict the reaction product. The product is: [CH2:1]([C:12]1[C:16]2[S:17][C:18]([C:20]#[N:22])=[CH:19][C:15]=2[S:14][CH:13]=1)[CH2:2][CH2:3][CH2:4][CH2:5][CH2:6][CH2:7][CH2:8][CH2:9][CH2:10][CH3:11].